From a dataset of Reaction yield outcomes from USPTO patents with 853,638 reactions. Predict the reaction yield, written as a fraction of the theoretical maximum amount of product (1.0 means a 100% yield; for example, 0.34 means a 34% yield). (1) The reactants are C([Li])CCC.[F:6][C:7]1[N:12]=[CH:11][C:10]([C@H:13]([N:15]2[CH2:20][CH2:19][N:18]([C:21]([O:23][C:24]([CH3:27])([CH3:26])[CH3:25])=[O:22])[CH2:17][CH2:16]2)[CH3:14])=[CH:9][CH:8]=1.[B:28](OC(C)C)([O:33]C(C)C)[O:29]C(C)C. The catalyst is C1COCC1. The product is [C:24]([O:23][C:21]([N:18]1[CH2:17][CH2:16][N:15]([C@@H:13]([C:10]2[CH:9]=[C:8]([B:28]([OH:33])[OH:29])[C:7]([F:6])=[N:12][CH:11]=2)[CH3:14])[CH2:20][CH2:19]1)=[O:22])([CH3:26])([CH3:25])[CH3:27]. The yield is 0.810. (2) The reactants are [NH2:1][C:2]([CH3:12])([CH3:11])[C:3]([NH:5][CH2:6][CH2:7][CH:8]([CH3:10])[CH3:9])=[O:4].CC[N:15]([CH:19]([CH3:21])C)[CH:16]([CH3:18])C.[C:22](=O)([O:33]CC1C=CN=CC=1)[O:23]C1C=CC([N+]([O-])=O)=CC=1.[ClH:42].[CH3:43][CH2:44]OCC. The catalyst is CN(C=O)C.CN(C1C=CN=CC=1)C.C(Cl)Cl. The product is [ClH:42].[N:15]1[CH:16]=[CH:18][C:43]([CH2:44][N:1]([C:2]([CH3:11])([CH3:12])[C:3]([NH:5][CH2:6][CH2:7][CH:8]([CH3:9])[CH3:10])=[O:4])[C:22](=[O:23])[OH:33])=[CH:21][CH:19]=1. The yield is 0.560. (3) The reactants are [CH2:1]([O:3][C:4]([C:6]1([CH2:19][C:20]2[CH:25]=[CH:24][CH:23]=[CH:22][C:21]=2[N+:26]([O-])=O)[CH2:11][CH2:10][N:9]([C:12]([O:14][C:15]([CH3:18])([CH3:17])[CH3:16])=[O:13])[CH2:8][CH2:7]1)=[O:5])[CH3:2]. The catalyst is [Pd].C(O)C. The product is [CH2:1]([O:3][C:4]([C:6]1([CH2:19][C:20]2[CH:25]=[CH:24][CH:23]=[CH:22][C:21]=2[NH2:26])[CH2:11][CH2:10][N:9]([C:12]([O:14][C:15]([CH3:18])([CH3:16])[CH3:17])=[O:13])[CH2:8][CH2:7]1)=[O:5])[CH3:2]. The yield is 0.990. (4) The catalyst is O1CCCC1. The yield is 0.880. The product is [CH3:1][C:2]1[CH:7]=[CH:6][CH:5]=[C:4]([CH2:8][CH2:9][CH3:10])[C:3]=1[C:11]1[CH:16]=[CH:15][CH:14]=[C:13]([CH2:17][OH:18])[CH:12]=1. The reactants are [CH3:1][C:2]1[CH:7]=[CH:6][CH:5]=[C:4]([CH2:8][CH2:9][CH3:10])[C:3]=1[C:11]1[CH:16]=[CH:15][CH:14]=[C:13]([C:17](OC)=[O:18])[CH:12]=1.[H-].[Al+3].[Li+].[H-].[H-].[H-].O.O.O.O.O.O.O.O.O.O.[O-]S([O-])(=O)=O.[Na+].[Na+]. (5) The product is [F:1][C:2]1[N:19]=[C:18]([F:20])[C:17]([I:21])=[CH:16][C:3]=1[C:4]([C:6](=[CH:12][NH:13][CH2:15][C@@H:25]1[CH2:26][CH2:27][CH2:28][N:24]1[CH2:22][CH3:23])[C:7]([O:9][CH2:10][CH3:11])=[O:8])=[O:5]. The catalyst is C1COCC1. The reactants are [F:1][C:2]1[N:19]=[C:18]([F:20])[C:17]([I:21])=[CH:16][C:3]=1[C:4]([C:6](=[CH:12][N:13]([CH3:15])C)[C:7]([O:9][CH2:10][CH3:11])=[O:8])=[O:5].[CH2:22]([N:24]1[CH2:28][CH2:27][CH2:26][C@H:25]1CN)[CH3:23]. The yield is 0.670. (6) The reactants are [C:1]([O:5][C:6]([N:8]1[CH2:13][C@H:12]([CH2:14][O:15][CH3:16])[N:11]([CH2:17][C:18]([N:20]2[C:28]3[CH:27]=[C:26](Cl)[N:25]=[CH:24][C:23]=3[C:22]([CH3:31])([CH3:30])[CH2:21]2)=[O:19])[CH2:10][C@H:9]1[CH3:32])=[O:7])([CH3:4])([CH3:3])[CH3:2].[C:33]1([OH:39])[CH:38]=[CH:37][CH:36]=[CH:35][CH:34]=1.[O-]P([O-])([O-])=O.[K+].[K+].[K+].C(P(C(C)(C)C)C1C=CC=CC=1C1C(C(C)C)=CC(C(C)C)=CC=1C(C)C)(C)(C)C. The catalyst is C1(C)C=CC=CC=1.CC([O-])=O.CC([O-])=O.[Pd+2]. The product is [C:1]([O:5][C:6]([N:8]1[CH2:13][C@H:12]([CH2:14][O:15][CH3:16])[N:11]([CH2:17][C:18]([N:20]2[C:28]3[CH:27]=[C:26]([O:39][C:33]4[CH:38]=[CH:37][CH:36]=[CH:35][CH:34]=4)[N:25]=[CH:24][C:23]=3[C:22]([CH3:31])([CH3:30])[CH2:21]2)=[O:19])[CH2:10][C@H:9]1[CH3:32])=[O:7])([CH3:4])([CH3:3])[CH3:2]. The yield is 0.170. (7) The reactants are [Br:1][C:2]1[CH:7]=[CH:6][CH:5]=[CH:4][C:3]=1[Br:8].[C:9]1(=O)[O:14][C:12](=[O:13])[C:11]2=[CH:15][CH:16]=[CH:17][CH:18]=[C:10]12.[Cl-].[Al+3].[Cl-].[Cl-].Cl. No catalyst specified. The product is [Br:1][C:2]1[C:3]([Br:8])=[CH:4][C:5]2[C:12](=[O:13])[C:11]3[C:10](=[CH:18][CH:17]=[CH:16][CH:15]=3)[C:9](=[O:14])[C:6]=2[CH:7]=1. The yield is 0.250.